Dataset: Forward reaction prediction with 1.9M reactions from USPTO patents (1976-2016). Task: Predict the product of the given reaction. (1) Given the reactants [F:1][C:2]1[CH:3]=[CH:4][C:5]([N+:16]([O-])=O)=[C:6]([NH:8][C:9]2[C:14]([F:15])=[CH:13][CH:12]=[CH:11][N:10]=2)[CH:7]=1, predict the reaction product. The product is: [F:1][C:2]1[CH:7]=[C:6]([NH:8][C:9]2[C:14]([F:15])=[CH:13][CH:12]=[CH:11][N:10]=2)[C:5]([NH2:16])=[CH:4][CH:3]=1. (2) The product is: [C:1]([C:4]1[C:9]([C:10]2[CH:15]=[CH:14][CH:13]=[CH:12][CH:11]=2)=[N:8][N:7]([CH2:16][CH3:17])[C:6](=[O:18])[C:5]=1[NH:19][C:29]1[CH:28]=[CH:27][C:26]([C:24]([O:23][CH3:22])=[O:25])=[C:35]2[C:30]=1[CH:31]=[CH:32][CH:33]=[N:34]2)(=[O:3])[CH3:2]. Given the reactants [C:1]([C:4]1[C:9]([C:10]2[CH:15]=[CH:14][CH:13]=[CH:12][CH:11]=2)=[N:8][N:7]([CH2:16][CH3:17])[C:6](=[O:18])[C:5]=1[N+:19]([O-])=O)(=[O:3])[CH3:2].[CH3:22][O:23][C:24]([C:26]1[CH:27]=[CH:28][C:29](N)=[C:30]2[C:35]=1[N:34]=[CH:33][CH:32]=[CH:31]2)=[O:25], predict the reaction product. (3) Given the reactants [CH3:1][C:2]1[CH:3]=[CH:4][C:5]([NH2:8])=[N:6][CH:7]=1.N1C=CC=CC=1.[C:15]1([O:21][C:22](Cl)=[O:23])[CH:20]=[CH:19][CH:18]=[CH:17][CH:16]=1, predict the reaction product. The product is: [C:15]1([O:21][C:22](=[O:23])[NH:8][C:5]2[CH:4]=[CH:3][C:2]([CH3:1])=[CH:7][N:6]=2)[CH:20]=[CH:19][CH:18]=[CH:17][CH:16]=1. (4) Given the reactants [CH2:1]([O:3][P:4]([CH2:9][C:10]1[S:14][C:13]([NH:15]C(OC(C)(C)C)=O)=[N:12][CH:11]=1)(=[O:8])[O:5][CH2:6][CH3:7])[CH3:2].C(O)(C(F)(F)F)=O, predict the reaction product. The product is: [CH2:1]([O:3][P:4]([CH2:9][C:10]1[S:14][C:13]([NH2:15])=[N:12][CH:11]=1)(=[O:8])[O:5][CH2:6][CH3:7])[CH3:2]. (5) Given the reactants [Cl:1][C:2]1[CH:3]=[CH:4][C:5]2[N:11]3[CH:12]=[CH:13][CH:14]=[C:10]3[C@H:9]([CH2:15][C:16]([NH:18][C:19]3[CH:28]=[CH:27][C:22]([C:23]([O:25]C)=[O:24])=[CH:21][CH:20]=3)=[O:17])[O:8][C@@H:7]([C:29]3[CH:34]=[CH:33][CH:32]=[C:31]([O:35][CH3:36])[C:30]=3[O:37][CH3:38])[C:6]=2[CH:39]=1.C(=O)([O-])[O-].[K+].[K+].Cl.C(OCC)(=O)C, predict the reaction product. The product is: [Cl:1][C:2]1[CH:3]=[CH:4][C:5]2[N:11]3[CH:12]=[CH:13][CH:14]=[C:10]3[C@H:9]([CH2:15][C:16]([NH:18][C:19]3[CH:28]=[CH:27][C:22]([C:23]([OH:25])=[O:24])=[CH:21][CH:20]=3)=[O:17])[O:8][C@@H:7]([C:29]3[CH:34]=[CH:33][CH:32]=[C:31]([O:35][CH3:36])[C:30]=3[O:37][CH3:38])[C:6]=2[CH:39]=1. (6) Given the reactants [Cl:1][C:2]1[N:7]=[C:6]([Cl:8])[C:5]([S:9][CH3:10])=[C:4](Cl)[N:3]=1.[NH:12]1[CH2:17][CH2:16][O:15][CH2:14][CH2:13]1, predict the reaction product. The product is: [Cl:1][C:2]1[N:3]=[C:4]([N:12]2[CH2:17][CH2:16][O:15][CH2:14][CH2:13]2)[C:5]([S:9][CH3:10])=[C:6]([Cl:8])[N:7]=1. (7) Given the reactants [NH2:1][C:2]1[N:7]2[N:8]=[CH:9][C:10]([C:11]3[CH:12]=[N:13][C:14]4C([CH:20]=3)=CC=CC=4)=[C:6]2[N:5]=[C:4]([CH:21]2[CH2:26][CH2:25][N:24]([CH2:27][C:28]([O:30][C:31]([CH3:34])([CH3:33])[CH3:32])=[O:29])[CH2:23][CH2:22]2)[CH:3]=1.C[N:36]1C=C(C2C=NN3C(N)=CC(C4CCNCC4)=NC=23)C=N1.N1CCC(C2C=C(N)N3N=CC(C4C=NC5C(C=4)=CC=CC=5)=C3N=2)CC1, predict the reaction product. The product is: [NH2:1][C:2]1[N:7]2[N:8]=[CH:9][C:10]([C:11]3[CH:20]=[N:36][N:13]([CH3:14])[CH:12]=3)=[C:6]2[N:5]=[C:4]([CH:21]2[CH2:26][CH2:25][N:24]([CH2:27][C:28]([O:30][C:31]([CH3:32])([CH3:34])[CH3:33])=[O:29])[CH2:23][CH2:22]2)[CH:3]=1. (8) Given the reactants [CH3:1][O:2][C:3]([C:5]1[S:6][C:7]([C:11]2[CH:16]=[CH:15][CH:14]=[CH:13][CH:12]=2)=[CH:8][C:9]=1[NH2:10])=[O:4].[CH:17]([CH:19]1[CH2:24][CH2:23][CH2:22][N:21]([C:25](OCC2C=CC=CC=2)=O)[CH2:20]1)=O.C1([SiH3])C=CC=CC=1, predict the reaction product. The product is: [CH3:1][O:2][C:3]([C:5]1[S:6][C:7]([C:11]2[CH:16]=[CH:15][CH:14]=[CH:13][CH:12]=2)=[CH:8][C:9]=1[NH:10][CH2:17][CH:19]1[CH2:24][CH2:23][CH2:22][N:21]([CH3:25])[CH2:20]1)=[O:4]. (9) Given the reactants Br[C:2]1[C:3]([NH2:9])=[N:4][CH:5]=[C:6]([Br:8])[N:7]=1.[S:10]1[C:14]2[CH:15]=[CH:16][CH:17]=[CH:18][C:13]=2[CH:12]=[C:11]1B(O)O.[C:22]([O-:25])([OH:24])=O.[Na+].C1(P([C:40]2[CH:45]=[CH:44]C=CC=2)C2C=CC=CC=2)C=CC=CC=1.[CH3:46][C:47]([O:50][C:51](O[C:51]([O:50][C:47]([CH3:49])([CH3:48])[CH3:46])=[O:52])=[O:52])([CH3:49])[CH3:48].[CH2:61](COC)OC, predict the reaction product. The product is: [S:10]1[C:14]2[CH:15]=[CH:16][CH:17]=[CH:18][C:13]=2[CH:12]=[C:11]1[C:2]1[C:3]([N:9]([C:51]([O:50][C:47]([CH3:49])([CH3:46])[CH3:48])=[O:52])[C:22](=[O:25])[O:24][C:45]([CH3:44])([CH3:40])[CH3:61])=[N:4][CH:5]=[C:6]([Br:8])[N:7]=1. (10) The product is: [C:35]([N:1]1[CH2:6][CH2:5][CH:4]([CH2:7][CH2:8][CH2:9][NH:10][C:11]([C:13]2[NH:21][C:20]3[CH:19]=[CH:18][N:17]=[CH:16][C:15]=3[CH:14]=2)=[O:12])[CH2:3][CH2:2]1)(=[O:42])[C:36]1[CH:41]=[CH:40][CH:39]=[CH:38][CH:37]=1. Given the reactants [NH:1]1[CH2:6][CH2:5][CH:4]([CH2:7][CH2:8][CH2:9][NH:10][C:11]([C:13]2[NH:21][C:20]3[CH:19]=[CH:18][N:17]=[CH:16][C:15]=3[CH:14]=2)=[O:12])[CH2:3][CH2:2]1.C(O)(C(F)(F)F)=O.N1C=CC=CC=1.[C:35](Cl)(=[O:42])[C:36]1[CH:41]=[CH:40][CH:39]=[CH:38][CH:37]=1, predict the reaction product.